From a dataset of Peptide-MHC class I binding affinity with 185,985 pairs from IEDB/IMGT. Regression. Given a peptide amino acid sequence and an MHC pseudo amino acid sequence, predict their binding affinity value. This is MHC class I binding data. (1) The binding affinity (normalized) is 0.143. The peptide sequence is ANITHFCSF. The MHC is HLA-B08:01 with pseudo-sequence HLA-B08:01. (2) The peptide sequence is YYLLFYPTI. The MHC is HLA-A24:02 with pseudo-sequence HLA-A24:02. The binding affinity (normalized) is 1.00. (3) The peptide sequence is PLALEGSLQK. The MHC is HLA-B07:02 with pseudo-sequence HLA-B07:02. The binding affinity (normalized) is 0. (4) The peptide sequence is NYPYRLWHY. The MHC is HLA-A24:02 with pseudo-sequence HLA-A24:02. The binding affinity (normalized) is 0.420. (5) The peptide sequence is NINIEVKLFI. The MHC is HLA-A02:06 with pseudo-sequence HLA-A02:06. The binding affinity (normalized) is 0.284. (6) The peptide sequence is IINAHRIPK. The MHC is HLA-A33:01 with pseudo-sequence HLA-A33:01. The binding affinity (normalized) is 0.338. (7) The peptide sequence is SIYSRPKIK. The MHC is HLA-A31:01 with pseudo-sequence HLA-A31:01. The binding affinity (normalized) is 0.215. (8) The peptide sequence is LLALLSCLTV. The MHC is HLA-A02:01 with pseudo-sequence HLA-A02:01. The binding affinity (normalized) is 0.363.